This data is from NCI-60 drug combinations with 297,098 pairs across 59 cell lines. The task is: Regression. Given two drug SMILES strings and cell line genomic features, predict the synergy score measuring deviation from expected non-interaction effect. (1) Drug 1: CCCS(=O)(=O)NC1=C(C(=C(C=C1)F)C(=O)C2=CNC3=C2C=C(C=N3)C4=CC=C(C=C4)Cl)F. Drug 2: CN1C(=O)N2C=NC(=C2N=N1)C(=O)N. Cell line: HCT-15. Synergy scores: CSS=1.59, Synergy_ZIP=2.89, Synergy_Bliss=4.73, Synergy_Loewe=3.13, Synergy_HSA=1.53. (2) Drug 1: CN1CCC(CC1)COC2=C(C=C3C(=C2)N=CN=C3NC4=C(C=C(C=C4)Br)F)OC. Drug 2: B(C(CC(C)C)NC(=O)C(CC1=CC=CC=C1)NC(=O)C2=NC=CN=C2)(O)O. Cell line: SK-MEL-28. Synergy scores: CSS=-1.78, Synergy_ZIP=2.50, Synergy_Bliss=4.47, Synergy_Loewe=-0.317, Synergy_HSA=-0.431. (3) Drug 1: C1CC(=O)NC(=O)C1N2CC3=C(C2=O)C=CC=C3N. Drug 2: CC(C)(C#N)C1=CC(=CC(=C1)CN2C=NC=N2)C(C)(C)C#N. Cell line: HCC-2998. Synergy scores: CSS=3.01, Synergy_ZIP=0.526, Synergy_Bliss=2.84, Synergy_Loewe=2.78, Synergy_HSA=1.85.